Predict the product of the given reaction. From a dataset of Forward reaction prediction with 1.9M reactions from USPTO patents (1976-2016). Given the reactants C([O:4][CH2:5][CH2:6][CH2:7][S:8]([NH:11][C:12]([C:14]1[CH:19]=[CH:18][C:17]([C:20]2[CH:25]=[CH:24][C:23]([CH2:26][CH2:27][CH2:28][N:29]([C:39]([O:41][C:42]([CH3:45])([CH3:44])[CH3:43])=[O:40])[CH2:30][C@H:31]([OH:38])[C:32]3[CH:33]=[N:34][CH:35]=[CH:36][CH:37]=3)=[CH:22][CH:21]=2)=[CH:16][C:15]=1[O:46][CH:47]([CH3:49])[CH3:48])=[O:13])(=[O:10])=[O:9])(=O)C.[OH-].[Na+], predict the reaction product. The product is: [OH:4][CH2:5][CH2:6][CH2:7][S:8]([NH:11][C:12]([C:14]1[CH:19]=[CH:18][C:17]([C:20]2[CH:21]=[CH:22][C:23]([CH2:26][CH2:27][CH2:28][N:29]([CH2:30][C@H:31]([OH:38])[C:32]3[CH:33]=[N:34][CH:35]=[CH:36][CH:37]=3)[C:39](=[O:40])[O:41][C:42]([CH3:45])([CH3:44])[CH3:43])=[CH:24][CH:25]=2)=[CH:16][C:15]=1[O:46][CH:47]([CH3:49])[CH3:48])=[O:13])(=[O:10])=[O:9].